From a dataset of Full USPTO retrosynthesis dataset with 1.9M reactions from patents (1976-2016). Predict the reactants needed to synthesize the given product. (1) The reactants are: Br[C:2]1[CH:3]=[N:4][CH:5]=[N:6][CH:7]=1.[CH3:8][O:9][C:10]1[CH:17]=[CH:16][C:13]([CH2:14][NH2:15])=[CH:12][CH:11]=1. Given the product [CH3:8][O:9][C:10]1[CH:17]=[CH:16][C:13]([CH2:14][NH:15][C:2]2[CH:3]=[N:4][CH:5]=[N:6][CH:7]=2)=[CH:12][CH:11]=1, predict the reactants needed to synthesize it. (2) Given the product [Cl:15][C:16]1[C:17]([CH3:26])=[C:18]([S:22]([NH:13][C:11]2[S:10][CH:9]=[C:8]([C:6]3[CH:5]=[CH:4][C:3]([F:14])=[C:2]([CH3:1])[CH:7]=3)[N:12]=2)(=[O:24])=[O:23])[CH:19]=[CH:20][CH:21]=1, predict the reactants needed to synthesize it. The reactants are: [CH3:1][C:2]1[CH:7]=[C:6]([C:8]2[N:12]=[C:11]([NH2:13])[S:10][CH:9]=2)[CH:5]=[CH:4][C:3]=1[F:14].[Cl:15][C:16]1[C:17]([CH3:26])=[C:18]([S:22](Cl)(=[O:24])=[O:23])[CH:19]=[CH:20][CH:21]=1. (3) Given the product [C:1]([O:5][C:6](=[O:37])[NH:7][C:8]1[N:13]=[CH:12][C:11]([C:14]2[N:23]=[C:22]([N:24]3[CH2:29][CH2:28][O:27][CH2:26][CH2:25]3)[C:21]3[C:16](=[CH:17][C:18]([C:30]4[CH:35]=[CH:34][CH:33]=[C:32]([NH:36][C:40](=[O:41])[C:39]([OH:38])([CH3:44])[CH3:43])[CH:31]=4)=[CH:19][CH:20]=3)[N:15]=2)=[CH:10][N:9]=1)([CH3:4])([CH3:2])[CH3:3], predict the reactants needed to synthesize it. The reactants are: [C:1]([O:5][C:6](=[O:37])[NH:7][C:8]1[N:13]=[CH:12][C:11]([C:14]2[N:23]=[C:22]([N:24]3[CH2:29][CH2:28][O:27][CH2:26][CH2:25]3)[C:21]3[C:16](=[CH:17][C:18]([C:30]4[CH:35]=[CH:34][CH:33]=[C:32]([NH2:36])[CH:31]=4)=[CH:19][CH:20]=3)[N:15]=2)=[CH:10][N:9]=1)([CH3:4])([CH3:3])[CH3:2].[OH:38][C:39]([CH3:44])([CH3:43])[C:40](O)=[O:41].CN(C=O)C.CN(C(ON1N=NC2C=CC=NC1=2)=[N+](C)C)C.F[P-](F)(F)(F)(F)F. (4) Given the product [CH2:25]([O:24][C:21]1[CH:22]=[CH:23][C:18]([CH:14]2[CH2:15][CH2:16][C:11]([CH:8]3[CH2:9][CH2:10][C:5]4([O:1][CH2:2][CH2:3][O:4]4)[CH2:6][CH2:7]3)=[CH:12][CH2:13]2)=[C:19]([F:30])[C:20]=1[F:29])[CH2:26][CH2:27][CH3:28], predict the reactants needed to synthesize it. The reactants are: [O:1]1[C:5]2([CH2:10][CH2:9][CH:8]([CH:11]3[CH2:16][CH2:15][C:14]([C:18]4[CH:23]=[CH:22][C:21]([O:24][CH2:25][CH2:26][CH2:27][CH3:28])=[C:20]([F:29])[C:19]=4[F:30])(O)[CH2:13][CH2:12]3)[CH2:7][CH2:6]2)[O:4][CH2:3][CH2:2]1.C1(C)C=CC(S(O)(=O)=O)=CC=1.